This data is from Reaction yield outcomes from USPTO patents with 853,638 reactions. The task is: Predict the reaction yield, written as a fraction of the theoretical maximum amount of product (1.0 means a 100% yield; for example, 0.34 means a 34% yield). The reactants are [CH:1]1([CH2:6][CH:7]([C:11]2[CH:16]=[CH:15][C:14]([N+:17]([O-:19])=[O:18])=[CH:13][CH:12]=2)[C:8]([OH:10])=O)[CH2:5][CH2:4][CH2:3][CH2:2]1.C(Cl)(=O)C(Cl)=O.[NH2:26][C:27]1[CH:32]=[CH:31][CH:30]=[CH:29][N:28]=1.C(N(CC)C(C)C)(C)C. The catalyst is C(Cl)Cl.CN(C)C=O.O1CCCC1. The product is [CH:1]1([CH2:6][CH:7]([C:11]2[CH:16]=[CH:15][C:14]([N+:17]([O-:19])=[O:18])=[CH:13][CH:12]=2)[C:8]([NH:26][C:27]2[CH:32]=[CH:31][CH:30]=[CH:29][N:28]=2)=[O:10])[CH2:2][CH2:3][CH2:4][CH2:5]1. The yield is 0.325.